This data is from Catalyst prediction with 721,799 reactions and 888 catalyst types from USPTO. The task is: Predict which catalyst facilitates the given reaction. (1) Reactant: [CH:1]1([C:5]2[C:13]([CH:14]=[O:15])=[CH:12][C:8]([C:9]([OH:11])=[O:10])=[C:7]([CH3:16])[CH:6]=2)[CH2:4][CH2:3][CH2:2]1.[C:17](=O)(O)[O-].[Na+].CI. Product: [CH:1]1([C:5]2[C:13]([CH:14]=[O:15])=[CH:12][C:8]([C:9]([O:11][CH3:17])=[O:10])=[C:7]([CH3:16])[CH:6]=2)[CH2:2][CH2:3][CH2:4]1. The catalyst class is: 508. (2) Reactant: F[C:2]1[CH:9]=[CH:8][C:7]([O:10][CH3:11])=[CH:6][C:3]=1[CH:4]=[O:5].C([O-])([O-])=O.[K+].[K+].[CH3:18][N:19]([CH3:24])[CH2:20][CH2:21][NH:22][CH3:23].O. Product: [CH3:18][N:19]([CH3:24])[CH2:20][CH2:21][N:22]([CH3:23])[C:2]1[CH:9]=[CH:8][C:7]([O:10][CH3:11])=[CH:6][C:3]=1[CH:4]=[O:5]. The catalyst class is: 3. (3) Reactant: P(Br)(Br)Br.O[CH2:6][C:7]1[CH:12]=[C:11]([N:13]=[N:14][C:15]2[CH:20]=[CH:19][C:18]([N+:21]([O-:23])=[O:22])=[CH:17][CH:16]=2)[CH:10]=[CH:9][C:8]=1[OH:24].CC[N:27]([CH2:30][CH3:31])[CH2:28][CH3:29]. Product: [N+:21]([C:18]1[CH:19]=[CH:20][C:15]([N:14]=[N:13][C:11]2[CH:10]=[CH:9][C:8]3[O:24][C:30]4([C:31]5[CH:19]=[CH:20][CH:15]=[CH:16][CH:17]=5)[C:11]([CH3:12])([CH3:10])[C:29]5[C:28]([N:27]4[CH2:6][C:7]=3[CH:12]=2)=[CH:9][CH:8]=[CH:7][CH:6]=5)=[CH:16][CH:17]=1)([O-:23])=[O:22]. The catalyst class is: 23. (4) Reactant: [CH3:1][C:2]1[CH:7]=[CH:6][C:5]([S:8]([O:11][CH2:12][CH:13]2[CH2:17][C:16]3[CH:18]=[CH:19][CH:20]=[C:21](Br)[C:15]=3[O:14]2)(=[O:10])=[O:9])=[CH:4][CH:3]=1.[CH3:23][C:24]1[CH:25]=[C:26](B(O)O)[CH:27]=[CH:28][CH:29]=1.CC(C)([O-])C.[K+]. Product: [CH3:1][C:2]1[CH:7]=[CH:6][C:5]([S:8]([O:11][CH2:12][CH:13]2[CH2:17][C:16]3[CH:18]=[CH:19][CH:20]=[C:21]([C:29]4[CH:28]=[CH:27][CH:26]=[CH:25][C:24]=4[CH3:23])[C:15]=3[O:14]2)(=[O:10])=[O:9])=[CH:4][CH:3]=1. The catalyst class is: 608. (5) Reactant: C([O:8][CH2:9][C@H:10]1[CH2:14][NH:13][C:12](=[O:15])[C@@H:11]1[C:16]1[CH:21]=[CH:20][CH:19]=[CH:18][CH:17]=1)C1C=CC=CC=1. The catalyst class is: 129. Product: [OH:8][CH2:9][C@H:10]1[CH2:14][NH:13][C:12](=[O:15])[C@@H:11]1[C:16]1[CH:21]=[CH:20][CH:19]=[CH:18][CH:17]=1. (6) Reactant: Cl[CH:2]([C:18]1[CH:23]=[CH:22][C:21]([F:24])=[CH:20][CH:19]=1)[C:3]1[CH:4]=[C:5]([C:11]2[CH:16]=[CH:15][CH:14]=[C:13]([Cl:17])[CH:12]=2)[C:6]([O:9][CH3:10])=[N:7][CH:8]=1.ClC1C=C(C2C=C(C(C3C=CC(F)=CC=3)O)[CH:35]=[N:36]C=2OC)C=CC=1.S(Cl)(Cl)=O. Product: [Cl:17][C:13]1[CH:12]=[C:11]([C:5]2[CH:4]=[C:3]([CH:2]([NH:36][CH3:35])[C:18]3[CH:23]=[CH:22][C:21]([F:24])=[CH:20][CH:19]=3)[CH:8]=[N:7][C:6]=2[O:9][CH3:10])[CH:16]=[CH:15][CH:14]=1. The catalyst class is: 2. (7) Reactant: [CH2:1]([N:8]1[CH2:15][CH2:14][CH:13]2[CH:9]1[CH2:10][NH:11][CH2:12]2)[C:2]1[CH:7]=[CH:6][CH:5]=[CH:4][CH:3]=1.[F-].[Cs+].Cl[C:19]1[N:24]=[C:23]([NH2:25])[N:22]2[N:26]=[C:27]([C:29]3[O:30][CH:31]=[CH:32][CH:33]=3)[N:28]=[C:21]2[CH:20]=1. Product: [CH2:1]([N:8]1[CH2:15][CH2:14][CH:13]2[CH2:12][N:11]([C:19]3[N:24]=[C:23]([NH2:25])[N:22]4[N:26]=[C:27]([C:29]5[O:30][CH:31]=[CH:32][CH:33]=5)[N:28]=[C:21]4[CH:20]=3)[CH2:10][CH:9]12)[C:2]1[CH:7]=[CH:6][CH:5]=[CH:4][CH:3]=1. The catalyst class is: 16. (8) Reactant: C1(P(C2C=CC=CC=2)C2C=CC3C(=CC=CC=3)C=2C2C3C(=CC=CC=3)C=CC=2P(C2C=CC=CC=2)C2C=CC=CC=2)C=CC=CC=1.C(=O)([O-])[O-].[Cs+].[Cs+].Cl.[CH3:54][O:55][C:56](=[O:66])[CH2:57][CH2:58][CH2:59][CH:60]1[CH2:65][CH2:64][NH:63][CH2:62][CH2:61]1.Br[C:68]1[CH:73]=[CH:72][C:71]([C:74]([F:77])([F:76])[F:75])=[CH:70][CH:69]=1. Product: [CH3:54][O:55][C:56](=[O:66])[CH2:57][CH2:58][CH2:59][CH:60]1[CH2:65][CH2:64][N:63]([C:68]2[CH:73]=[CH:72][C:71]([C:74]([F:77])([F:76])[F:75])=[CH:70][CH:69]=2)[CH2:62][CH2:61]1. The catalyst class is: 160. (9) Reactant: [F:1][C:2]1[C:3](=[O:10])[NH:4][C@@H:5]([CH:7]([CH3:9])[CH3:8])[CH:6]=1.[H][H]. Product: [F:1][C@@H:2]1[CH2:6][C@H:5]([CH:7]([CH3:9])[CH3:8])[NH:4][C:3]1=[O:10]. The catalyst class is: 19.